From a dataset of NCI-60 drug combinations with 297,098 pairs across 59 cell lines. Regression. Given two drug SMILES strings and cell line genomic features, predict the synergy score measuring deviation from expected non-interaction effect. Drug 1: CCCCCOC(=O)NC1=NC(=O)N(C=C1F)C2C(C(C(O2)C)O)O. Drug 2: C(CC(=O)O)C(=O)CN.Cl. Cell line: BT-549. Synergy scores: CSS=5.65, Synergy_ZIP=-0.383, Synergy_Bliss=-0.826, Synergy_Loewe=0.976, Synergy_HSA=0.407.